From a dataset of NCI-60 drug combinations with 297,098 pairs across 59 cell lines. Regression. Given two drug SMILES strings and cell line genomic features, predict the synergy score measuring deviation from expected non-interaction effect. (1) Drug 2: C1C(C(OC1N2C=NC3=C2NC=NCC3O)CO)O. Cell line: 786-0. Drug 1: CC1=C(C(=O)C2=C(C1=O)N3CC4C(C3(C2COC(=O)N)OC)N4)N. Synergy scores: CSS=-2.12, Synergy_ZIP=0.600, Synergy_Bliss=-1.78, Synergy_Loewe=-4.18, Synergy_HSA=-3.76. (2) Drug 1: C1CC(C1)(C(=O)O)C(=O)O.[NH2-].[NH2-].[Pt+2]. Drug 2: CN(CCCl)CCCl.Cl. Cell line: HL-60(TB). Synergy scores: CSS=80.9, Synergy_ZIP=-1.31, Synergy_Bliss=0.120, Synergy_Loewe=-1.25, Synergy_HSA=3.17. (3) Drug 1: C#CCC(CC1=CN=C2C(=N1)C(=NC(=N2)N)N)C3=CC=C(C=C3)C(=O)NC(CCC(=O)O)C(=O)O. Drug 2: N.N.Cl[Pt+2]Cl. Cell line: A549. Synergy scores: CSS=44.8, Synergy_ZIP=-0.502, Synergy_Bliss=-2.03, Synergy_Loewe=-1.53, Synergy_HSA=-1.48. (4) Drug 1: C1=CC(=C2C(=C1NCCNCCO)C(=O)C3=C(C=CC(=C3C2=O)O)O)NCCNCCO. Drug 2: CC1C(C(CC(O1)OC2CC(CC3=C2C(=C4C(=C3O)C(=O)C5=C(C4=O)C(=CC=C5)OC)O)(C(=O)C)O)N)O.Cl. Cell line: ACHN. Synergy scores: CSS=72.0, Synergy_ZIP=15.4, Synergy_Bliss=15.7, Synergy_Loewe=12.0, Synergy_HSA=18.8.